From a dataset of Forward reaction prediction with 1.9M reactions from USPTO patents (1976-2016). Predict the product of the given reaction. (1) Given the reactants C(O)(=O)C.[CH2:5]([O:7][C:8](=[O:16])[CH2:9][C:10]([C:12]([F:15])([F:14])[F:13])=O)[CH3:6].[CH3:17][NH2:18], predict the reaction product. The product is: [CH2:5]([O:7][C:8](=[O:16])/[CH:9]=[C:10](\[NH:18][CH3:17])/[C:12]([F:15])([F:14])[F:13])[CH3:6]. (2) Given the reactants [C:1]([C:3]1[C:4]([N:17]2[CH2:20][CH:19]([C:21](O)=[O:22])[CH2:18]2)=[N:5][C:6]([CH:14]([F:16])[F:15])=[C:7]([C:9]([O:11][CH2:12][CH3:13])=[O:10])[CH:8]=1)#[N:2].[Cl:24][C:25]1[CH:26]=[C:27]([CH2:31][S:32]([NH2:35])(=[O:34])=[O:33])[CH:28]=[CH:29][CH:30]=1, predict the reaction product. The product is: [Cl:24][C:25]1[CH:26]=[C:27]([CH:28]=[CH:29][CH:30]=1)[CH2:31][S:32]([NH:35][C:21]([CH:19]1[CH2:20][N:17]([C:4]2[C:3]([C:1]#[N:2])=[CH:8][C:7]([C:9]([O:11][CH2:12][CH3:13])=[O:10])=[C:6]([CH:14]([F:15])[F:16])[N:5]=2)[CH2:18]1)=[O:22])(=[O:33])=[O:34].